Dataset: Human Reference Interactome with 51,813 positive PPI pairs across 8,248 proteins, plus equal number of experimentally-validated negative pairs. Task: Binary Classification. Given two protein amino acid sequences, predict whether they physically interact or not. (1) Protein 1 (ENSG00000109511) has sequence MFCGDYVQGTIFPAPNFNPIMDAQMLGGALQGFDCDKDMLINILTQRCNAQRMMIAEAYQSMYGRDLIGDMREQLSDHFKDVMAGLMYPPPLYDAHELWHAMKGVGTDENCLIEILASRTNGEIFQMREAYCLQYSNNLQEDIYSETSGHFRDTLMNLVQGTREEGYTDPAMAAQDAMVLWEACQQKTGEHKTMLQMILCNKSYQQLRLVFQEFQNISGQDMVDAINECYDGYFQELLVAIVLCVRDKPAYFAYRLYSAIHDFGFHNKTVIRILIARSEIDLLTIRKRYKERYGKSLFHD.... Protein 2 (ENSG00000167612) has sequence MKVQPSVTCVASWGGIVHLEAFGDPVIVLRGAWAVPRVDCLIDTLRTPNASCMRKGTHLLVPCLEEEELALHRRRLDMSEALPCPGKETPTPGCRLGALYWACVHNDPTQLQAILDGGVSPEEATQVDSNGRTGLMVACYHGFQSVVALLSHCPFLDVNQQDKGGDTALMLAAQAGHVPLVSLLLNYYVGLDLERRDQRGLTALMKAAMRNRCADLTAVDPVRGKTALEWAVLTDSFDTVWRIRQLLRRPQVEQLSQHYKPEWPALSGLVAQAQAQAQVAPSLLERLQATLSLPFAPSPQ.... Result: 0 (the proteins do not interact). (2) Protein 1 (ENSG00000180185) has sequence MGIMAASRPLSRFWEWGKNIVCVGRNYADHVREMRSAVLSEPVLFLKPSTAYAPEGSPILMPAYTRNLHHELELGVVMGKRCRAVPEAAAMDYVGGYALCLDMTARDVQDECKKKGLPWTLAKSFTASCPVSAFVPKEKIPDPHKLKLWLKVNGELRQEGETSSMIFSIPYIISYVSKIITLEEGDIILTGTPKGVGPVKENDEIEAGIHGLRQGLTLSPKLECSSAITAHCSLELPGSSNPPSASRF*MGIMAASRPLSRFWEWGKNIVCVGRNYADHVREMRSAVLSEPVLFLKPSTA.... Protein 2 (ENSG00000222028) has sequence MALQDVCKWQSPDTQGPSPHLPRAGGWAVPRGCDPQTFLQIHGPRLAHGTTTLAFRFRHGVIAAADTRSSCGSYVACPASCKVIPVHQHLLGTTSGTSADCATWYRVLQRELRLRELREGQLPSVASAAKLLSAMMSQYRGLDLCVATALCGWDRSGPELFYVYSDGTRLQGDIFSVGSGSPYAYGVLDRGYRYDMSTQEAYALARCAVAHATHRDAYSGGSVDLFHVRESGWEHVSRSDACVLYVELQKLLEPEPEEDASHAHPEPATAHRAAEDRELSVGPGEVTPGDSRMPAGTETV.... Result: 0 (the proteins do not interact). (3) Protein 1 (ENSG00000205571) has sequence MAMSSGGSGGGVPEQEDSVLFRRGTGQSDDSDIWDDTALIKAYDKAVASFKHALKNGDICETSGKPKTTPKRKPAKKNKSQKKNTAASLQQWKVGDKCSAIWSEDGCIYPATIASIDFKRETCVVVYTGYGNREEQNLSDLLSPICEVANNIEQNAQENENESQVSTDESENSRSPGNKSDNIKPKSAPWNSFLPPPPPMPGPRLGPGKPGLKFNGPPPPPPPPPPHLLSCWLPPFPSGPPIIPPPPPICPDSLDDADALGSMLISWYMSGYHTGYYMGFRQNQKEGRCSHSLN*MAMSS.... Protein 2 (ENSG00000158813) has sequence MGYPEVERRELLPAAAPRERGSQGCGCGGAPARAGEGNSCLLFLGFFGLSLALHLLTLCCYLELRSELRRERGAESRLGGSGTPGTSGTLSSLGGLDPDSPITSHLGQPSPKQQPLEPGEAALHSDSQDGHQVSHLVGAAAAPSPRG*MGYPEVERRELLPAAAPRERGSQGCGCGGAPARAGEGNSCLLFLGFFGLSLALHLLTLCCYLELRSELRRERGAESRLGGSGTPGTSGTLSSLGGLDPDSPITSHLGQPSPKQQPLEPGEAALHSDSQDGHQMALLNFFFPDEKPYSEEESR.... Result: 0 (the proteins do not interact). (4) Protein 1 (ENSG00000188000) has sequence MEAGNQTGFLEFILLGLSEDPELQPFIFGLFLSMYLVTVLGNLLIILAISSDSHLHTPMYFFLSNLSWVDICFSTCIVPKMLVNIQTENKAISYMDCLTQVYFSMFFPILDTLLLTVMAYDRFVAVCHPLHYMIIMNPHLCGLLVFVTWLIGVMTSLLHISLMMHLIFCKDFEIPHFFCELTYILQLACSDTFLNSTLIYFMTGVLGVFPLLGIIFSYSRIASSIRKMSSSGGKQKALSTCGSHLSVVSLFYGTGIGVHFTSAVTHSSQKISVASVMYTVVTPMLNPFIYSLRNKDVKGA.... Protein 2 (ENSG00000109819) has sequence MAWDMCNQDSESVWSDIECAALVGEDQPLCPDLPELDLSELDVNDLDTDSFLGGLKWCSDQSEIISNQYNNEPSNIFEKIDEENEANLLAVLTETLDSLPVDEDGLPSFDALTDGDVTTDNEASPSSMPDGTPPPQEAEEPSLLKKLLLAPANTQLSYNECSGLSTQNHANHNHRIRTNPAIVKTENSWSNKAKSICQQQKPQRRPCSELLKYLTTNDDPPHTKPTENRNSSRDKCTSKKKSHTQSQSQHLQAKPTTLSLPLTPESPNDPKGSPFENKTIERTLSVELSGTAGLTPPTTP.... Result: 0 (the proteins do not interact). (5) Protein 1 (ENSG00000169752) has sequence MPTDHEEPCGPSHKSFCLNGGLCYVIPTIPSPFCRCVENYTGARCEEVFLPGSSIQTKSNLFEAFVALAVLVTLIIGAFYFLCRKGHFQRASSVQYDINLVETSSTSAHHSHEQH*MPTDHEEPCGPSHKSFCLNGGLCYVIPTIPSPFCS*MPTDHEEPCGPSHKSFCLNGGLCYVIPTIPSPFCRK*MPTDHEEPCGPSHKSFCLNGGLCYVIPTIPSPFCRCVENYTGARCEEVFLPGSSIQTKSNLFEAFVALAVLVTLIIGAFYFLCRKGHFQRASSVQYDINLVETSSTSAHHM.... Protein 2 (ENSG00000174469) has sequence MQAAPRAGCGAALLLWIVSSCLCRAWTAPSTSQKCDEPLVSGLPHVAFSSSSSISGSYSPGYAKINKRGGAGGWSPSDSDHYQWLQVDFGNRKQISAIATQGRYSSSDWVTQYRMLYSDTGRNWKPYHQDGNIWAFPGNINSDGVVRHELQHPIIARYVRIVPLDWNGEGRIGLRIEVYGCSYWADVINFDGHVVLPYRFRNKKMKTLKDVIALNFKTSESEGVILHGEGQQGDYITLELKKAKLVLSLNLGSNQLGPIYGHTSVMTGSLLDDHHWHSVVIERQGRSINLTLDRSMQHFR.... Result: 0 (the proteins do not interact).